Task: Regression. Given a peptide amino acid sequence and an MHC pseudo amino acid sequence, predict their binding affinity value. This is MHC class II binding data.. Dataset: Peptide-MHC class II binding affinity with 134,281 pairs from IEDB (1) The peptide sequence is FGDWLEFSNFKVAFS. The MHC is DRB1_0101 with pseudo-sequence DRB1_0101. The binding affinity (normalized) is 0.821. (2) The peptide sequence is PKGAPCRIPVIVADD. The MHC is DRB4_0101 with pseudo-sequence QEFFIASGAAVDAIMEACNIYYDLRRETYYVVFT. The binding affinity (normalized) is 0.0905. (3) The peptide sequence is TEKGMKNVFDDVVPE. The MHC is DRB1_1602 with pseudo-sequence DRB1_1602. The binding affinity (normalized) is 0.248. (4) The MHC is HLA-DQA10401-DQB10402 with pseudo-sequence HLA-DQA10401-DQB10402. The peptide sequence is AKAIITPVVFYRSGT. The binding affinity (normalized) is 0.234. (5) The peptide sequence is NIWADDLAASLSTLE. The MHC is HLA-DPA10201-DPB11401 with pseudo-sequence HLA-DPA10201-DPB11401. The binding affinity (normalized) is 0.354.